From a dataset of Reaction yield outcomes from USPTO patents with 853,638 reactions. Predict the reaction yield, written as a fraction of the theoretical maximum amount of product (1.0 means a 100% yield; for example, 0.34 means a 34% yield). (1) The reactants are [Cl:1][C:2]1[C:3]([CH3:19])=[C:4]([C:10]([O:16][CH2:17][CH3:18])=[C:11]([CH:13](Cl)[CH3:14])[CH:12]=1)[C:5]([NH:7][CH2:8][CH3:9])=[O:6].[I:20][C:21]1[C:29]2[C:24](=[N:25][CH:26]=[N:27][C:28]=2[NH2:30])[NH:23][N:22]=1.C(=O)([O-])[O-].[Cs+].[Cs+].[I-].[K+]. The catalyst is CN(C)C=O.CCOCC. The product is [NH2:30][C:28]1[N:27]=[CH:26][N:25]=[C:24]2[N:23]([CH:13]([C:11]3[C:10]([O:16][CH2:17][CH3:18])=[C:4]([C:3]([CH3:19])=[C:2]([Cl:1])[CH:12]=3)[C:5]([NH:7][CH2:8][CH3:9])=[O:6])[CH3:14])[N:22]=[C:21]([I:20])[C:29]=12. The yield is 0.620. (2) The reactants are [CH3:1][O:2][CH2:3][O:4][C:5]1[CH:12]=[CH:11][C:8]([CH:9]=O)=[CH:7][CH:6]=1.[CH3:13][CH2:14][O:15][C:16]([CH:18](P(OCC)(OCC)=O)[F:19])=[O:17].[H-].[Na+].O. The catalyst is C1COCC1. The product is [F:19][C:18](=[CH:9][C:8]1[CH:11]=[CH:12][C:5]([O:4][CH2:3][O:2][CH3:1])=[CH:6][CH:7]=1)[C:16]([O:15][CH2:14][CH3:13])=[O:17]. The yield is 0.860.